Dataset: Full USPTO retrosynthesis dataset with 1.9M reactions from patents (1976-2016). Task: Predict the reactants needed to synthesize the given product. The reactants are: [CH3:1][C:2]([CH3:9])=[CH:3][CH2:4][CH2:5][C@@H:6]([OH:8])[CH3:7].CCN(C(C)C)C(C)C.[S:19](Cl)([CH3:22])(=[O:21])=[O:20]. Given the product [CH3:7][C@H:6]([O:8][S:19]([CH3:22])(=[O:21])=[O:20])[CH2:5][CH2:4][CH:3]=[C:2]([CH3:9])[CH3:1], predict the reactants needed to synthesize it.